Dataset: Full USPTO retrosynthesis dataset with 1.9M reactions from patents (1976-2016). Task: Predict the reactants needed to synthesize the given product. (1) Given the product [C:39]([O:38][C@H:37]1[C@H:10]([O:11][C:12](=[O:14])[CH3:13])[C@@H:9]([O:15][C:16](=[O:18])[CH3:17])[C@H:8]([C:19]2[CH:24]=[CH:23][C:22]([Cl:25])=[C:21]([CH2:26][C:27]3[CH:32]=[CH:31][C:30]([C:33](=[N:51][O:50][CH3:49])[CH2:34][CH3:35])=[CH:29][CH:28]=3)[CH:20]=2)[O:7][C@@H:6]1[CH2:5][O:4][C:1](=[O:3])[CH3:2])(=[O:41])[CH3:40], predict the reactants needed to synthesize it. The reactants are: [C:1]([O:4][C@H:5]1[C@H:10]([O:11][C:12](=[O:14])[CH3:13])[C@@H:9]([O:15][C:16](=[O:18])[CH3:17])[C@H:8]([C:19]2[CH:24]=[CH:23][C:22]([Cl:25])=[C:21]([CH2:26][C:27]3[CH:32]=[CH:31][C:30]([C:33](=O)[CH2:34][CH3:35])=[CH:29][CH:28]=3)[CH:20]=2)[O:7][C@@H:6]1[CH2:37][O:38][C:39](=[O:41])[CH3:40])(=[O:3])[CH3:2].N1C=CC=CC=1.Cl.[CH3:49][O:50][NH2:51]. (2) Given the product [NH2:1][C:4]1[CH:5]=[C:6]([CH:10]2[C:19]([C:20]3[CH:21]=[CH:22][C:23]4[O:28][CH2:27][C:26](=[O:29])[NH:25][C:24]=4[CH:30]=3)=[CH:18][C:17]3[C:12](=[CH:13][CH:14]=[CH:15][CH:16]=3)[S:11]2)[CH:7]=[CH:8][CH:9]=1, predict the reactants needed to synthesize it. The reactants are: [N+:1]([C:4]1[CH:5]=[C:6]([CH:10]2[C:19]([C:20]3[CH:21]=[CH:22][C:23]4[O:28][CH2:27][C:26](=[O:29])[NH:25][C:24]=4[CH:30]=3)=[CH:18][C:17]3[C:12](=[CH:13][CH:14]=[CH:15][CH:16]=3)[S:11]2)[CH:7]=[CH:8][CH:9]=1)([O-])=O.C(O)(=O)C.